From a dataset of NCI-60 drug combinations with 297,098 pairs across 59 cell lines. Regression. Given two drug SMILES strings and cell line genomic features, predict the synergy score measuring deviation from expected non-interaction effect. (1) Drug 1: CS(=O)(=O)C1=CC(=C(C=C1)C(=O)NC2=CC(=C(C=C2)Cl)C3=CC=CC=N3)Cl. Drug 2: C1CCN(CC1)CCOC2=CC=C(C=C2)C(=O)C3=C(SC4=C3C=CC(=C4)O)C5=CC=C(C=C5)O. Cell line: PC-3. Synergy scores: CSS=10.4, Synergy_ZIP=0.278, Synergy_Bliss=7.98, Synergy_Loewe=6.28, Synergy_HSA=6.91. (2) Drug 1: CC(C)(C#N)C1=CC(=CC(=C1)CN2C=NC=N2)C(C)(C)C#N. Drug 2: C#CCC(CC1=CN=C2C(=N1)C(=NC(=N2)N)N)C3=CC=C(C=C3)C(=O)NC(CCC(=O)O)C(=O)O. Cell line: ACHN. Synergy scores: CSS=-4.44, Synergy_ZIP=2.06, Synergy_Bliss=-1.54, Synergy_Loewe=-4.35, Synergy_HSA=-6.08. (3) Drug 1: CN1C(=O)N2C=NC(=C2N=N1)C(=O)N. Drug 2: C(=O)(N)NO. Cell line: K-562. Synergy scores: CSS=25.8, Synergy_ZIP=-6.14, Synergy_Bliss=-2.56, Synergy_Loewe=0.689, Synergy_HSA=1.16. (4) Drug 1: CNC(=O)C1=CC=CC=C1SC2=CC3=C(C=C2)C(=NN3)C=CC4=CC=CC=N4. Drug 2: C1=NC2=C(N1)C(=S)N=C(N2)N. Cell line: TK-10. Synergy scores: CSS=24.6, Synergy_ZIP=-9.34, Synergy_Bliss=2.14, Synergy_Loewe=0.125, Synergy_HSA=2.19. (5) Drug 1: CC12CCC3C(C1CCC2=O)CC(=C)C4=CC(=O)C=CC34C. Drug 2: CC1=CC=C(C=C1)C2=CC(=NN2C3=CC=C(C=C3)S(=O)(=O)N)C(F)(F)F. Cell line: M14. Synergy scores: CSS=40.0, Synergy_ZIP=1.68, Synergy_Bliss=2.55, Synergy_Loewe=2.12, Synergy_HSA=1.69. (6) Drug 1: C1=NC2=C(N1)C(=S)N=C(N2)N. Drug 2: CC(C)CN1C=NC2=C1C3=CC=CC=C3N=C2N. Cell line: HT29. Synergy scores: CSS=40.2, Synergy_ZIP=1.84, Synergy_Bliss=2.62, Synergy_Loewe=-7.10, Synergy_HSA=0.190. (7) Drug 1: C1=NC2=C(N=C(N=C2N1C3C(C(C(O3)CO)O)O)F)N. Drug 2: C(CCl)NC(=O)N(CCCl)N=O. Cell line: TK-10. Synergy scores: CSS=64.9, Synergy_ZIP=2.00, Synergy_Bliss=0.978, Synergy_Loewe=-15.4, Synergy_HSA=2.22.